From a dataset of Forward reaction prediction with 1.9M reactions from USPTO patents (1976-2016). Predict the product of the given reaction. (1) The product is: [Cl:20][CH2:2][C:3]([O:5][C:22]1[CH:23]=[C:24]([CH2:25][NH:26]/[CH:27]=[C:28]2\[C:29](=[O:40])[NH:30][C:31](=[O:39])[C:32]3[C:37]\2=[CH:36][C:35]([I:38])=[CH:34][CH:33]=3)[CH:41]=[CH:42][C:43]=1[O:44][CH2:45][CH2:46][CH3:47])=[O:4]. Given the reactants I[CH2:2][C:3]([OH:5])=[O:4].CN1CCOCC1.C(OC([Cl:20])=O)C(C)C.O[C:22]1[CH:23]=[C:24]([CH:41]=[CH:42][C:43]=1[O:44][CH2:45][CH2:46][CH3:47])[CH2:25][NH:26]/[CH:27]=[C:28]1\[C:29](=[O:40])[NH:30][C:31](=[O:39])[C:32]2[C:37]\1=[CH:36][C:35]([I:38])=[CH:34][CH:33]=2.C(O)(=O)CC(CC(O)=O)(C(O)=O)O, predict the reaction product. (2) Given the reactants [CH3:1][C:2]1[N:7]2[N:8]=[C:9]([CH:11]=[CH:12][C:13]3[N:17]([CH3:18])[N:16]=[C:15]([N:19]([CH2:21][CH3:22])[CH3:20])[N:14]=3)[N:10]=[C:6]2[C:5]([CH3:23])=[N:4][CH:3]=1.C(Cl)Cl.CO, predict the reaction product. The product is: [CH3:1][C:2]1[N:7]2[N:8]=[C:9]([CH2:11][CH2:12][C:13]3[N:17]([CH3:18])[N:16]=[C:15]([N:19]([CH2:21][CH3:22])[CH3:20])[N:14]=3)[N:10]=[C:6]2[C:5]([CH3:23])=[N:4][CH:3]=1. (3) Given the reactants [CH2:1]([C:3]1[C:11]2[C:6](=[CH:7][N:8]=[CH:9][CH:10]=2)[N:5]([NH2:12])[CH:4]=1)[CH3:2].[F:13][C:14]1[CH:15]=[C:16]([C:20]2[N:25]=[C:24]([CH3:26])[C:23]([C:27](O)=[O:28])=[CH:22][N:21]=2)[CH:17]=[CH:18][CH:19]=1.CN(C(ON1N=NC2C=CC=NC1=2)=[N+](C)C)C.F[P-](F)(F)(F)(F)F.CCN(C(C)C)C(C)C, predict the reaction product. The product is: [CH2:1]([C:3]1[C:11]2[C:6](=[CH:7][N:8]=[CH:9][CH:10]=2)[N:5]([NH:12][C:27]([C:23]2[C:24]([CH3:26])=[N:25][C:20]([C:16]3[CH:17]=[CH:18][CH:19]=[C:14]([F:13])[CH:15]=3)=[N:21][CH:22]=2)=[O:28])[CH:4]=1)[CH3:2].